Dataset: Forward reaction prediction with 1.9M reactions from USPTO patents (1976-2016). Task: Predict the product of the given reaction. (1) Given the reactants FC(F)(F)S([O-])(=O)=O.C[N+]1[CH:14]=[CH:13][N:12]([S:15]([N:18]2[CH2:23][CH2:22][O:21][CH2:20][CH2:19]2)(=[O:17])=[O:16])C=1.[C@H:24]1([NH:33][C:34]2[CH:43]=[CH:42][C:41]3[C:36](=[CH:37][CH:38]=C(N)C=3)[N:35]=2)[C:32]2[C:27](=[CH:28][CH:29]=[CH:30][CH:31]=2)[CH2:26][CH2:25]1, predict the reaction product. The product is: [C@H:24]1([NH:33][C:34]2[CH:43]=[CH:42][C:41]3[C:36](=[CH:37][CH:38]=[C:13]([NH:12][S:15]([N:18]4[CH2:19][CH2:20][O:21][CH2:22][CH2:23]4)(=[O:16])=[O:17])[CH:14]=3)[N:35]=2)[C:32]2[C:27](=[CH:28][CH:29]=[CH:30][CH:31]=2)[CH2:26][CH2:25]1. (2) Given the reactants [H-].[Na+].[N:3]1([CH2:8][CH2:9][CH2:10][O:11][C:12]2[CH:17]=[CH:16][C:15]([CH2:18][C:19]#[N:20])=[CH:14][CH:13]=2)[CH2:7][CH2:6][CH2:5][CH2:4]1.Br[CH2:22][CH2:23][CH2:24][CH2:25]Br, predict the reaction product. The product is: [NH3:3].[N:3]1([CH2:8][CH2:9][CH2:10][O:11][C:12]2[CH:13]=[CH:14][C:15]([C:18]3([C:19]#[N:20])[CH2:25][CH2:24][CH2:23][CH2:22]3)=[CH:16][CH:17]=2)[CH2:4][CH2:5][CH2:6][CH2:7]1.